From a dataset of Catalyst prediction with 721,799 reactions and 888 catalyst types from USPTO. Predict which catalyst facilitates the given reaction. (1) Reactant: Br[C:2]1[N:6]([CH3:7])[N:5]=[C:4]([CH3:8])[C:3]=1[C:9]1[CH:14]=[CH:13][C:12]([F:15])=[CH:11][C:10]=1[Cl:16].C1CCCCC1.C([Li])CCC.[F:28][C:29]1[CH:36]=[C:35]([F:37])[CH:34]=[CH:33][C:30]=1[CH:31]=[O:32]. Product: [Cl:16][C:10]1[CH:11]=[C:12]([F:15])[CH:13]=[CH:14][C:9]=1[C:3]1[C:4]([CH3:8])=[N:5][N:6]([CH3:7])[C:2]=1[CH:31]([C:30]1[CH:33]=[CH:34][C:35]([F:37])=[CH:36][C:29]=1[F:28])[OH:32]. The catalyst class is: 7. (2) Reactant: [Cl:1][C:2]1[C:7]([C:8]2[C:9](=[O:25])[N:10]([CH2:23][CH3:24])[C:11]3[C:16]([CH:17]=2)=[CH:15][N:14]=[C:13]([NH:18][CH2:19][CH2:20][O:21][CH3:22])[CH:12]=3)=[CH:6][C:5]([NH:26][C:27]([NH:29][C:30]2[CH:35]=[CH:34][CH:33]=[C:32]([F:36])[CH:31]=2)=[O:28])=[C:4]([F:37])[CH:3]=1.[CH3:38][S:39]([OH:42])(=[O:41])=[O:40]. Product: [CH3:38][S:39]([OH:42])(=[O:41])=[O:40].[Cl:1][C:2]1[C:7]([C:8]2[C:9](=[O:25])[N:10]([CH2:23][CH3:24])[C:11]3[C:16]([CH:17]=2)=[CH:15][N:14]=[C:13]([NH:18][CH2:19][CH2:20][O:21][CH3:22])[CH:12]=3)=[CH:6][C:5]([NH:26][C:27]([NH:29][C:30]2[CH:35]=[CH:34][CH:33]=[C:32]([F:36])[CH:31]=2)=[O:28])=[C:4]([F:37])[CH:3]=1. The catalyst class is: 23.